From a dataset of Full USPTO retrosynthesis dataset with 1.9M reactions from patents (1976-2016). Predict the reactants needed to synthesize the given product. (1) The reactants are: Cl.[C:2](OCC)(=O)C.[CH:8]1([CH2:11][O:12][C:13]2[CH:39]=[CH:38][C:16]3[CH2:17][CH:18]([C:20]4[N:25]=[CH:24][C:23]([O:26][CH2:27][C@@H:28]([NH:30][C:31](=O)[O:32]C(C)(C)C)[CH3:29])=[CH:22][CH:21]=4)[O:19][C:15]=3[CH:14]=2)[CH2:10][CH2:9]1. Given the product [CH:8]1([CH2:11][O:12][C:13]2[CH:39]=[CH:38][C:16]3[CH2:17][CH:18]([C:20]4[N:25]=[CH:24][C:23]([O:26][CH2:27][C@@H:28]([NH:30][C:31](=[O:32])[CH3:2])[CH3:29])=[CH:22][CH:21]=4)[O:19][C:15]=3[CH:14]=2)[CH2:10][CH2:9]1, predict the reactants needed to synthesize it. (2) Given the product [CH3:1][S:2]([C:5]1[CH:10]=[CH:9][C:8]([C:11]2[C:12]3[N:13]([N:17]=[C:18]([NH:20][C:22]4[CH:23]=[C:24]([NH:28][C:29](=[O:31])[CH3:30])[CH:25]=[CH:26][CH:27]=4)[N:19]=3)[CH:14]=[CH:15][CH:16]=2)=[CH:7][CH:6]=1)(=[O:3])=[O:4], predict the reactants needed to synthesize it. The reactants are: [CH3:1][S:2]([C:5]1[CH:10]=[CH:9][C:8]([C:11]2[C:12]3[N:13]([N:17]=[C:18]([NH2:20])[N:19]=3)[CH:14]=[CH:15][CH:16]=2)=[CH:7][CH:6]=1)(=[O:4])=[O:3].Br[C:22]1[CH:23]=[C:24]([NH:28][C:29](=[O:31])[CH3:30])[CH:25]=[CH:26][CH:27]=1. (3) Given the product [CH2:21]([O:20][C:18]([C:2]1[N:12]=[CH:11][CH:10]=[CH:9][C:3]=1[C:4]([O:6][CH2:7][CH3:8])=[O:5])=[CH2:19])[CH3:22], predict the reactants needed to synthesize it. The reactants are: Cl[C:2]1[N:12]=[CH:11][CH:10]=[CH:9][C:3]=1[C:4]([O:6][CH2:7][CH3:8])=[O:5].C([Sn](CCCC)(CCCC)[C:18]([O:20][CH2:21][CH3:22])=[CH2:19])CCC. (4) Given the product [CH:6]1[C:22]2[CH2:21][C@H:20]3[N:23]([CH2:25][CH2:26][C@@:12]45[C@H:19]3[CH:18]=[CH:17][C@H:15]([OH:16])[C@@H:13]4[O:14][C:10]([C:11]=25)=[C:8]([OH:9])[CH:7]=1)[CH3:24], predict the reactants needed to synthesize it. The reactants are: S(O)(O)(=O)=O.[CH:6]1[C:22]2[CH2:21][C@H:20]3[N:23]([CH2:25][CH2:26][C@@:12]45[C@H:19]3[CH:18]=[CH:17][C@H:15]([OH:16])[C@@H:13]4[O:14][C:10]([C:11]=25)=[C:8]([OH:9])[CH:7]=1)[CH3:24].C([O-])([O-])=O.[K+].[K+].C(Cl)Cl.Cl.